Dataset: NCI-60 drug combinations with 297,098 pairs across 59 cell lines. Task: Regression. Given two drug SMILES strings and cell line genomic features, predict the synergy score measuring deviation from expected non-interaction effect. (1) Drug 1: CCCCC(=O)OCC(=O)C1(CC(C2=C(C1)C(=C3C(=C2O)C(=O)C4=C(C3=O)C=CC=C4OC)O)OC5CC(C(C(O5)C)O)NC(=O)C(F)(F)F)O. Drug 2: C1CN(P(=O)(OC1)NCCCl)CCCl. Cell line: OVCAR-4. Synergy scores: CSS=30.1, Synergy_ZIP=-8.56, Synergy_Bliss=-0.899, Synergy_Loewe=-21.2, Synergy_HSA=0.349. (2) Drug 1: CCC1=CC2CC(C3=C(CN(C2)C1)C4=CC=CC=C4N3)(C5=C(C=C6C(=C5)C78CCN9C7C(C=CC9)(C(C(C8N6C)(C(=O)OC)O)OC(=O)C)CC)OC)C(=O)OC.C(C(C(=O)O)O)(C(=O)O)O. Drug 2: C1=NC2=C(N=C(N=C2N1C3C(C(C(O3)CO)O)F)Cl)N. Cell line: RPMI-8226. Synergy scores: CSS=30.8, Synergy_ZIP=-2.61, Synergy_Bliss=-1.85, Synergy_Loewe=-18.7, Synergy_HSA=-3.15. (3) Drug 1: C1=NNC2=C1C(=O)NC=N2. Drug 2: CC(C)CN1C=NC2=C1C3=CC=CC=C3N=C2N. Cell line: SR. Synergy scores: CSS=-2.48, Synergy_ZIP=1.26, Synergy_Bliss=-1.41, Synergy_Loewe=-3.26, Synergy_HSA=-3.63.